This data is from NCI-60 drug combinations with 297,098 pairs across 59 cell lines. The task is: Regression. Given two drug SMILES strings and cell line genomic features, predict the synergy score measuring deviation from expected non-interaction effect. Drug 1: CN(C)C1=NC(=NC(=N1)N(C)C)N(C)C. Drug 2: CCC1=C2CN3C(=CC4=C(C3=O)COC(=O)C4(CC)O)C2=NC5=C1C=C(C=C5)O. Cell line: SNB-75. Synergy scores: CSS=43.9, Synergy_ZIP=1.61, Synergy_Bliss=3.25, Synergy_Loewe=-45.9, Synergy_HSA=1.95.